This data is from Reaction yield outcomes from USPTO patents with 853,638 reactions. The task is: Predict the reaction yield, written as a fraction of the theoretical maximum amount of product (1.0 means a 100% yield; for example, 0.34 means a 34% yield). (1) The reactants are [CH2:1]([N:8]1[C:16]2[C:11](=[CH:12][C:13]([CH3:18])=[C:14]([OH:17])[CH:15]=2)[C:10]([CH3:20])([CH3:19])[C:9]1=[O:21])[C:2]1[CH:7]=[CH:6][CH:5]=[CH:4][CH:3]=1.N1C=CC=CC=1.[S:28](O[S:28]([C:31]([F:34])([F:33])[F:32])(=[O:30])=[O:29])([C:31]([F:34])([F:33])[F:32])(=[O:30])=[O:29]. The catalyst is ClCCl. The product is [CH2:1]([N:8]1[C:16]2[C:11](=[CH:12][C:13]([CH3:18])=[C:14]([O:17][S:28]([C:31]([F:34])([F:33])[F:32])(=[O:30])=[O:29])[CH:15]=2)[C:10]([CH3:19])([CH3:20])[C:9]1=[O:21])[C:2]1[CH:7]=[CH:6][CH:5]=[CH:4][CH:3]=1. The yield is 0.950. (2) The reactants are [CH2:1]([N:8]1[CH2:13][CH2:12][N:11]([C:14]2[CH:15]=[C:16]3[C:20](=[CH:21][CH:22]=2)[N:19]([Si](C(C)C)(C(C)C)C(C)C)[N:18]=[CH:17]3)[CH:10]([CH2:33][CH:34]2[CH2:39][CH2:38][O:37][CH2:36][CH2:35]2)[C:9]1=O)[C:2]1[CH:7]=[CH:6][CH:5]=[CH:4][CH:3]=1.[H-].[H-].[H-].[H-].[Li+].[Al+3]. The catalyst is C1COCC1. The product is [CH2:1]([N:8]1[CH2:13][CH2:12][N:11]([C:14]2[CH:15]=[C:16]3[C:20](=[CH:21][CH:22]=2)[NH:19][N:18]=[CH:17]3)[CH:10]([CH2:33][CH:34]2[CH2:39][CH2:38][O:37][CH2:36][CH2:35]2)[CH2:9]1)[C:2]1[CH:3]=[CH:4][CH:5]=[CH:6][CH:7]=1. The yield is 0.590. (3) The reactants are [CH:1]1([O:9][CH2:10][CH2:11][OH:12])[CH2:8][CH2:7][CH2:6][CH2:5][CH2:4][C:3]#[C:2]1.Cl[C:14]([O:16][C:17]1[CH:22]=[CH:21][C:20]([N+:23]([O-:25])=[O:24])=[CH:19][CH:18]=1)=[O:15]. The catalyst is C1COCC1. The product is [C:14](=[O:15])([O:16][C:17]1[CH:18]=[CH:19][C:20]([N+:23]([O-:25])=[O:24])=[CH:21][CH:22]=1)[O:12][CH2:11][CH2:10][O:9][CH:1]1[CH2:8][CH2:7][CH2:6][CH2:5][CH2:4][C:3]#[C:2]1. The yield is 0.650. (4) The reactants are [Cl:1][C:2]1[C:10]([CH3:11])=[N:9][C:8]2[N:4]([N:5]=[C:6]3[CH2:14][N:13]([C:15]([C:17]4[CH:27]=[CH:26][C:25]([F:28])=[CH:24][C:18]=4[O:19][CH2:20][C:21](=O)[CH3:22])=[O:16])[CH2:12][C:7]3=2)[C:3]=1[CH3:29].[CH2:30]([NH:33][CH3:34])[CH:31]=[CH2:32].C(O[BH-](OC(=O)C)OC(=O)C)(=O)C.[Na+]. The catalyst is ClCCCl.CC(=O)OCC. The product is [CH2:30]([N:33]([CH3:34])[CH:21]([CH3:22])[CH2:20][O:19][C:18]1[CH:24]=[C:25]([F:28])[CH:26]=[CH:27][C:17]=1[C:15]([N:13]1[CH2:12][C:7]2=[C:8]3[N:4]([N:5]=[C:6]2[CH2:14]1)[C:3]([CH3:29])=[C:2]([Cl:1])[C:10]([CH3:11])=[N:9]3)=[O:16])[CH:31]=[CH2:32]. The yield is 0.560. (5) The reactants are [Cl:1][C:2]1[C:3]2[CH:14]=[CH:13][C:12](=[O:15])[N:11]([C:16]3[CH:21]=[CH:20][C:19]([F:22])=[CH:18][C:17]=3[F:23])[C:4]=2[N:5]=[C:6](S(C)=O)[N:7]=1.[NH2:24][CH:25]([CH2:28][OH:29])[CH2:26][OH:27]. The catalyst is C(Cl)Cl.CN(C=O)C. The product is [Cl:1][C:2]1[C:3]2[CH:14]=[CH:13][C:12](=[O:15])[N:11]([C:16]3[CH:21]=[CH:20][C:19]([F:22])=[CH:18][C:17]=3[F:23])[C:4]=2[N:5]=[C:6]([NH:24][CH:25]([CH2:28][OH:29])[CH2:26][OH:27])[N:7]=1. The yield is 0.500. (6) The reactants are [NH2:1][C:2]1[CH:3]=[C:4]([CH2:9][CH2:10][CH2:11][NH:12][C:13](=[O:19])[O:14][C:15]([CH3:18])([CH3:17])[CH3:16])[CH:5]=[N:6][C:7]=1[CH3:8].[CH2:20]([O:27][C:28]([NH:30][C:31](=[N:34][C:35]([O:37][CH2:38][C:39]1[CH:44]=[CH:43][CH:42]=[CH:41][CH:40]=1)=[O:36])SC)=[O:29])[C:21]1[CH:26]=[CH:25][CH:24]=[CH:23][CH:22]=1. The catalyst is C(Cl)Cl.[Hg](Cl)Cl. The product is [C:15]([O:14][C:13]([NH:12][CH2:11][CH2:10][CH2:9][C:4]1[CH:3]=[C:2]([NH:1]/[C:31](/[NH:34][C:35](=[O:36])[O:37][CH2:38][C:39]2[CH:44]=[CH:43][CH:42]=[CH:41][CH:40]=2)=[N:30]/[C:28](=[O:29])[O:27][CH2:20][C:21]2[CH:22]=[CH:23][CH:24]=[CH:25][CH:26]=2)[C:7]([CH3:8])=[N:6][CH:5]=1)=[O:19])([CH3:16])([CH3:18])[CH3:17]. The yield is 0.610. (7) The reactants are [CH:1]1([N:7]2[C:12]3[C:13]4[CH:19]=[CH:18][N:17]([CH2:20][O:21][CH2:22][CH2:23][Si:24]([CH3:27])([CH3:26])[CH3:25])[C:14]=4[N:15]=[CH:16][C:11]=3[C:10](=[O:28])[NH:9][CH2:8]2)[CH2:6][CH2:5][CH2:4][CH2:3][CH2:2]1.[H-].[Na+].[CH3:31]I.S([O-])([O-])(=O)=S.[Na+].[Na+]. The catalyst is CN(C)C=O.C(OCC)(=O)C.O. The product is [CH:1]1([N:7]2[C:12]3[C:13]4[CH:19]=[CH:18][N:17]([CH2:20][O:21][CH2:22][CH2:23][Si:24]([CH3:25])([CH3:27])[CH3:26])[C:14]=4[N:15]=[CH:16][C:11]=3[C:10](=[O:28])[N:9]([CH3:31])[CH2:8]2)[CH2:2][CH2:3][CH2:4][CH2:5][CH2:6]1. The yield is 0.450. (8) The reactants are [CH2:1]([N:8]([CH2:22][C:23]([O:25]CC)=O)[C:9]1[C:18]([N+:19]([O-])=O)=[CH:17][C:12]([C:13]([O:15][CH3:16])=[O:14])=[CH:11][N:10]=1)[C:2]1[CH:7]=[CH:6][CH:5]=[CH:4][CH:3]=1.P(OC1C=CC=CC=1)(OC1C=CC=CC=1)OC1C=CC=CC=1.[H][H]. The catalyst is ClCCl.[NH4+].[O-][V](=O)=O.[Pt]. The product is [CH2:1]([N:8]1[CH2:22][C:23](=[O:25])[NH:19][C:18]2[CH:17]=[C:12]([C:13]([O:15][CH3:16])=[O:14])[CH:11]=[N:10][C:9]1=2)[C:2]1[CH:7]=[CH:6][CH:5]=[CH:4][CH:3]=1. The yield is 0.710.